Dataset: Forward reaction prediction with 1.9M reactions from USPTO patents (1976-2016). Task: Predict the product of the given reaction. (1) Given the reactants [Cl:1][C:2]1[CH:3]=[C:4]2[C:8](=[CH:9][CH:10]=1)[NH:7][C:6](=[O:11])[CH2:5]2.C[C:13]1[CH:17]=[C:16](C)[NH:15][C:14]=1[CH:19]=O.N1CCCCC1, predict the reaction product. The product is: [Cl:1][C:2]1[CH:3]=[C:4]2[C:8](=[CH:9][CH:10]=1)[NH:7][C:6](=[O:11])[C:5]2=[CH:19][C:14]1[NH:15][CH:16]=[CH:17][CH:13]=1. (2) Given the reactants C1C=C(Cl)C=C(C(OO)=O)C=1.[Cl:12][C:13]1[CH:18]=[CH:17][CH:16]=[C:15]([Cl:19])[C:14]=1[N:20]1[CH:31]=[CH:30][C:23]2[N:24]=[C:25](SC)[N:26]=[CH:27][C:22]=2[C:21]1=[O:32].CCN(C(C)C)C(C)C.[NH2:42][C:43]1[CH:60]=[CH:59][C:46]([O:47][CH2:48][CH2:49][N:50]([CH3:58])[C:51](=[O:57])[O:52][C:53]([CH3:56])([CH3:55])[CH3:54])=[CH:45][CH:44]=1, predict the reaction product. The product is: [Cl:12][C:13]1[CH:18]=[CH:17][CH:16]=[C:15]([Cl:19])[C:14]=1[N:20]1[CH:31]=[CH:30][C:23]2[N:24]=[C:25]([NH:42][C:43]3[CH:44]=[CH:45][C:46]([O:47][CH2:48][CH2:49][N:50]([CH3:58])[C:51](=[O:57])[O:52][C:53]([CH3:55])([CH3:56])[CH3:54])=[CH:59][CH:60]=3)[N:26]=[CH:27][C:22]=2[C:21]1=[O:32]. (3) Given the reactants [CH2:1]([O:8][C:9]1[C:14]([C:15]([CH3:18])([CH3:17])[CH3:16])=[CH:13][CH:12]=[CH:11][C:10]=1[C:19]([C:22]1[CH:23]=[C:24]([C:28]2[CH:33]=[CH:32][CH:31]=[CH:30][C:29]=2[O:34][CH3:35])[CH:25]=[CH:26][CH:27]=1)(O)[CH3:20])[C:2]1[CH:7]=[CH:6][CH:5]=[CH:4][CH:3]=1.C1(C)C=CC(S(O)(=O)=O)=CC=1, predict the reaction product. The product is: [CH2:1]([O:8][C:9]1[C:14]([C:15]([CH3:17])([CH3:16])[CH3:18])=[CH:13][CH:12]=[CH:11][C:10]=1[C:19]([C:22]1[CH:23]=[C:24]([C:28]2[CH:33]=[CH:32][CH:31]=[CH:30][C:29]=2[O:34][CH3:35])[CH:25]=[CH:26][CH:27]=1)=[CH2:20])[C:2]1[CH:3]=[CH:4][CH:5]=[CH:6][CH:7]=1. (4) Given the reactants [C:1](SSC(C)(C)C)(C)(C)C.II.[S:13]([CH:37]([CH2:55]N=[N+]=[N-])[CH2:38][C@H](NC(OC(C)(C)C)=O)C(OC(C)(C)C)=O)[S:14][CH:15]([CH2:33][N:34]=[N+:35]=[N-:36])[CH2:16][C@H:17]([NH:25][C:26]([O:28][C:29]([CH3:32])([CH3:31])[CH3:30])=[O:27])[C:18]([O:20][C:21]([CH3:24])([CH3:23])[CH3:22])=[O:19], predict the reaction product. The product is: [C:21]([O:20][C:18](=[O:19])[C@@H:17]([NH:25][C:26]([O:28][C:29]([CH3:32])([CH3:30])[CH3:31])=[O:27])[CH2:16][CH:15]([S:14][S:13][C:37]([CH3:1])([CH3:55])[CH3:38])[CH2:33][N:34]=[N+:35]=[N-:36])([CH3:23])([CH3:24])[CH3:22]. (5) Given the reactants [CH3:1][C:2]([C:4]1[CH:9]=[C:8]([O:10][CH3:11])[C:7]([O:12][CH3:13])=[C:6]([O:14][CH3:15])[CH:5]=1)=[O:3].[CH3:16][O:17][C:18]1[CH:19]=[C:20]([NH:28][C:29]2[N:36]=[CH:35][CH:34]=[CH:33][C:30]=2[CH:31]=O)[CH:21]=[C:22]([O:26][CH3:27])[C:23]=1[O:24][CH3:25].Cl, predict the reaction product. The product is: [CH3:15][O:14][C:6]1[CH:5]=[C:4]([C:2](=[O:3])/[CH:1]=[CH:31]/[C:30]2[C:29]([NH:28][C:20]3[CH:21]=[C:22]([O:26][CH3:27])[C:23]([O:24][CH3:25])=[C:18]([O:17][CH3:16])[CH:19]=3)=[N:36][CH:35]=[CH:34][CH:33]=2)[CH:9]=[C:8]([O:10][CH3:11])[C:7]=1[O:12][CH3:13]. (6) Given the reactants [F:1][C:2]1[CH:7]=[CH:6][C:5]([OH:8])=[CH:4][CH:3]=1.C(=O)([O-])[O-].[Cs+].[Cs+].[Cl:15][C:16]1[CH:21]=[CH:20][C:19]([C:22]2([C:26]([N:28]3[CH2:33][CH2:32][CH2:31][CH:30]([CH2:34]OS(C)(=O)=O)[CH2:29]3)=[O:27])[CH2:25][CH2:24][CH2:23]2)=[CH:18][CH:17]=1, predict the reaction product. The product is: [Cl:15][C:16]1[CH:21]=[CH:20][C:19]([C:22]2([C:26]([N:28]3[CH2:33][CH2:32][CH2:31][CH:30]([CH2:34][O:8][C:5]4[CH:6]=[CH:7][C:2]([F:1])=[CH:3][CH:4]=4)[CH2:29]3)=[O:27])[CH2:25][CH2:24][CH2:23]2)=[CH:18][CH:17]=1. (7) Given the reactants [NH2:1][C:2]1[CH:7]=[CH:6][CH:5]=[CH:4][N:3]=1.C1CCC(N=C=NC2CCCCC2)CC1.[CH3:23][C:24]1[CH:28]=[C:27]([CH2:29][C:30](O)=[O:31])[O:26][N:25]=1, predict the reaction product. The product is: [N:3]1[CH:4]=[CH:5][CH:6]=[CH:7][C:2]=1[NH:1][C:30](=[O:31])[CH2:29][C:27]1[O:26][N:25]=[C:24]([CH3:23])[CH:28]=1.